This data is from Peptide-MHC class II binding affinity with 134,281 pairs from IEDB. The task is: Regression. Given a peptide amino acid sequence and an MHC pseudo amino acid sequence, predict their binding affinity value. This is MHC class II binding data. The peptide sequence is DFKVAATAANAAPAN. The MHC is HLA-DPA10201-DPB11401 with pseudo-sequence HLA-DPA10201-DPB11401. The binding affinity (normalized) is 0.544.